Regression. Given a peptide amino acid sequence and an MHC pseudo amino acid sequence, predict their binding affinity value. This is MHC class I binding data. From a dataset of Peptide-MHC class I binding affinity with 185,985 pairs from IEDB/IMGT. The peptide sequence is DLAQDPMLI. The MHC is HLA-B46:01 with pseudo-sequence HLA-B46:01. The binding affinity (normalized) is 0.0847.